From a dataset of Forward reaction prediction with 1.9M reactions from USPTO patents (1976-2016). Predict the product of the given reaction. (1) Given the reactants [F:1][C:2]([F:29])([C:22]1[CH:27]=[CH:26][C:25]([F:28])=[CH:24][CH:23]=1)[C:3]1[N:4]=[C:5]([NH:15][C:16]2[CH:20]=[C:19]([CH3:21])[NH:18][N:17]=2)[C:6]2[S:11][C:10](S(C)=O)=[N:9][C:7]=2[N:8]=1.[NH:30]1[CH2:34][CH2:33][CH2:32][CH2:31]1, predict the reaction product. The product is: [F:1][C:2]([F:29])([C:22]1[CH:23]=[CH:24][C:25]([F:28])=[CH:26][CH:27]=1)[C:3]1[N:4]=[C:5]([NH:15][C:16]2[CH:20]=[C:19]([CH3:21])[NH:18][N:17]=2)[C:6]2[S:11][C:10]([N:30]3[CH2:34][CH2:33][CH2:32][CH2:31]3)=[N:9][C:7]=2[N:8]=1. (2) Given the reactants [NH2:1][C@@H:2]([CH2:9][S:10][C:11]1[CH:16]=[CH:15][CH:14]=[CH:13][CH:12]=1)[CH2:3][C:4]([N:6]([CH3:8])[CH3:7])=O.CO.Cl, predict the reaction product. The product is: [CH3:8][N:6]([CH3:7])[CH2:4][CH2:3][C@@H:2]([NH2:1])[CH2:9][S:10][C:11]1[CH:12]=[CH:13][CH:14]=[CH:15][CH:16]=1. (3) Given the reactants [N:1]1([C@H:6]2[CH2:10][CH2:9][CH2:8][C@H:7]2[NH2:11])[CH2:5][CH2:4][CH2:3][CH2:2]1.[CH3:12][S:13][C:14]1[CH:22]=[C:21]([C:23]([F:26])([F:25])[F:24])[CH:20]=[CH:19][C:15]=1[C:16](O)=[O:17], predict the reaction product. The product is: [CH3:12][S:13][C:14]1[CH:22]=[C:21]([C:23]([F:24])([F:25])[F:26])[CH:20]=[CH:19][C:15]=1[C:16]([NH:11][C@@H:7]1[CH2:8][CH2:9][CH2:10][C@@H:6]1[N:1]1[CH2:2][CH2:3][CH2:4][CH2:5]1)=[O:17]. (4) The product is: [CH3:1][C:2]1[NH:8][C:7]([NH:9][C:19](=[O:20])[NH:18][CH2:17][CH2:16][O:15][C:10](=[O:14])[C:11]([CH3:13])=[CH2:12])=[N:6][C:4](=[O:5])[CH:3]=1. Given the reactants [CH3:1][C:2]1[NH:8][C:7]([NH2:9])=[N:6][C:4](=[O:5])[CH:3]=1.[C:10]([O:15][CH2:16][CH2:17][N:18]=[C:19]=[O:20])(=[O:14])[C:11]([CH3:13])=[CH2:12].CC(C)=O, predict the reaction product.